From a dataset of Merck oncology drug combination screen with 23,052 pairs across 39 cell lines. Regression. Given two drug SMILES strings and cell line genomic features, predict the synergy score measuring deviation from expected non-interaction effect. (1) Drug 1: CC1CC2C3CCC4=CC(=O)C=CC4(C)C3(F)C(O)CC2(C)C1(O)C(=O)CO. Drug 2: Cn1cc(-c2cnn3c(N)c(Br)c(C4CCCNC4)nc23)cn1. Cell line: ES2. Synergy scores: synergy=-4.55. (2) Drug 1: Nc1ccn(C2OC(CO)C(O)C2(F)F)c(=O)n1. Drug 2: CNC(=O)c1cc(Oc2ccc(NC(=O)Nc3ccc(Cl)c(C(F)(F)F)c3)cc2)ccn1. Cell line: KPL1. Synergy scores: synergy=-0.331. (3) Drug 1: Cn1nnc2c(C(N)=O)ncn2c1=O. Drug 2: CCC1(O)C(=O)OCc2c1cc1n(c2=O)Cc2cc3c(CN(C)C)c(O)ccc3nc2-1. Cell line: ZR751. Synergy scores: synergy=-29.7.